From a dataset of Full USPTO retrosynthesis dataset with 1.9M reactions from patents (1976-2016). Predict the reactants needed to synthesize the given product. (1) Given the product [N+:22]([C:18]1[C:17]2[C:7]3[C:6](=[C:5]4[CH:4]=[C:3]5[O:2][CH2:1][O:13][C:12]5=[CH:11][C:10]4=[N:9][CH:8]=3)[N:14]([CH2:27][CH2:28][N:29]([CH3:31])[CH3:30])[C:15](=[O:26])[C:16]=2[CH:21]=[CH:20][CH:19]=1)([O-:24])=[O:23], predict the reactants needed to synthesize it. The reactants are: [CH2:1]1[O:13][C:12]2[CH:11]=[C:10]3[C:5]([C:6]([N:14]([CH2:27][CH2:28][N:29]([CH3:31])[CH3:30])[C:15](=[O:26])[C:16]4[CH:21]=[CH:20][CH:19]=[C:18]([N+:22]([O-:24])=[O:23])[C:17]=4Br)=[CH:7][CH:8]=[N:9]3)=[CH:4][C:3]=2[O:2]1.C1OC2C=C3C(C(NCCN(C)C)=CC=N3)=CC=2O1.C(N(CC)CC)C.BrC1C([N+]([O-])=O)=CC=CC=1C(Cl)=O. (2) Given the product [Cl:1][C:2]1[CH:3]=[C:4]([CH:15]=[CH:16][C:17]=1[F:18])[O:5][C:6]1[N:7]=[CH:8][C:9]([NH2:12])=[CH:10][CH:11]=1, predict the reactants needed to synthesize it. The reactants are: [Cl:1][C:2]1[CH:3]=[C:4]([CH:15]=[CH:16][C:17]=1[F:18])[O:5][C:6]1[CH:11]=[CH:10][C:9]([N+:12]([O-])=O)=[CH:8][N:7]=1.Cl[Sn]Cl. (3) Given the product [F:1][C:2]([F:7])([F:6])[C:3]([OH:5])=[O:4].[F:8][C:9]1[CH:14]=[CH:13][CH:12]=[CH:11][C:10]=1[C:15]1[N:20]=[CH:19][C:18]([O:21][CH2:22][C:23]([NH:26][C:27]2[S:28][CH:29]=[CH:30][N:31]=2)=[O:25])=[CH:17][CH:16]=1, predict the reactants needed to synthesize it. The reactants are: [F:1][C:2]([F:7])([F:6])[C:3]([OH:5])=[O:4].[F:8][C:9]1[CH:14]=[CH:13][CH:12]=[CH:11][C:10]=1[C:15]1[N:20]=[CH:19][C:18]([O:21][CH2:22][C:23]([OH:25])=O)=[CH:17][CH:16]=1.[NH2:26][C:27]1[S:28][CH:29]=[CH:30][N:31]=1. (4) Given the product [Br:1][C:2]1[CH:3]=[CH:4][C:5]([I:12])=[C:6]([CH:11]=1)[CH2:7][N:8]([CH2:9][CH3:10])[C:16]([CH:13]1[CH2:15][CH2:14]1)=[O:17], predict the reactants needed to synthesize it. The reactants are: [Br:1][C:2]1[CH:3]=[CH:4][C:5]([I:12])=[C:6]([CH:11]=1)[CH2:7][NH:8][CH2:9][CH3:10].[CH:13]1([C:16](Cl)=[O:17])[CH2:15][CH2:14]1. (5) Given the product [CH2:33]1[C:42]2[C:37](=[CH:38][CH:39]=[CH:40][CH:41]=2)[CH2:36][CH2:35][CH:34]1[NH:43][C:18]([C:17]1[CH:16]=[CH:15][C:14]([O:13][C:12]2[CH:11]=[C:10]3[C:5]([CH:6]([C:23]([O:25][CH3:26])=[O:24])[CH2:7][CH2:8][O:9]3)=[CH:4][C:3]=2[C:1]#[N:2])=[CH:22][CH:21]=1)=[O:20], predict the reactants needed to synthesize it. The reactants are: [C:1]([C:3]1[CH:4]=[C:5]2[C:10](=[CH:11][C:12]=1[O:13][C:14]1[CH:22]=[CH:21][C:17]([C:18]([OH:20])=O)=[CH:16][CH:15]=1)[O:9][CH2:8][CH2:7][CH:6]2[C:23]([O:25][CH3:26])=[O:24])#[N:2].C(Cl)(=O)C(Cl)=O.[CH2:33]1[C:42]2[C:37](=[CH:38][CH:39]=[CH:40][CH:41]=2)[CH2:36][CH2:35][CH:34]1[NH2:43].CCN(C(C)C)C(C)C. (6) Given the product [N:24]1[CH:25]=[CH:26][CH:27]=[C:22]([C:21]([C:15]2[CH:14]=[C:13]3[C:18]4=[C:17]([CH2:7][CH2:8][N:9]4[C:10](=[O:19])[CH2:11][CH2:12]3)[CH:16]=2)=[O:28])[CH:23]=1, predict the reactants needed to synthesize it. The reactants are: [Al+3].[Cl-].[Cl-].[Cl-].[Na+].[Cl-].[CH2:7]1[C:17]2=[C:18]3[C:13](=[CH:14][CH:15]=[CH:16]2)[CH2:12][CH2:11][C:10](=[O:19])[N:9]3[CH2:8]1.Cl.[C:21](Cl)(=[O:28])[C:22]1[CH:27]=[CH:26][CH:25]=[N:24][CH:23]=1.Cl.